Task: Regression. Given a peptide amino acid sequence and an MHC pseudo amino acid sequence, predict their binding affinity value. This is MHC class I binding data.. Dataset: Peptide-MHC class I binding affinity with 185,985 pairs from IEDB/IMGT (1) The MHC is HLA-A68:01 with pseudo-sequence HLA-A68:01. The binding affinity (normalized) is 0.468. The peptide sequence is TAIKEVVMAY. (2) The peptide sequence is FWFNEVLSI. The MHC is HLA-A23:01 with pseudo-sequence HLA-A23:01. The binding affinity (normalized) is 0.698.